This data is from Peptide-MHC class I binding affinity with 185,985 pairs from IEDB/IMGT. The task is: Regression. Given a peptide amino acid sequence and an MHC pseudo amino acid sequence, predict their binding affinity value. This is MHC class I binding data. (1) The peptide sequence is KQFYIFNTH. The MHC is HLA-A80:01 with pseudo-sequence HLA-A80:01. The binding affinity (normalized) is 0.0847. (2) The peptide sequence is VTSLDVINY. The MHC is HLA-B45:01 with pseudo-sequence HLA-B45:01. The binding affinity (normalized) is 0.